Dataset: Full USPTO retrosynthesis dataset with 1.9M reactions from patents (1976-2016). Task: Predict the reactants needed to synthesize the given product. (1) Given the product [CH3:1][O:2][C:3]1[CH:8]=[C:7]([C:9]([CH3:16])([CH3:15])[C:10]([OH:12])=[O:11])[CH:6]=[CH:5][C:4]=1[C:17]1[CH:22]=[C:21]([CH2:23][O:24][CH3:25])[CH:20]=[CH:19][CH:18]=1, predict the reactants needed to synthesize it. The reactants are: [CH3:1][O:2][C:3]1[CH:8]=[C:7]([C:9]([CH3:16])([CH3:15])[C:10]([O:12]CC)=[O:11])[CH:6]=[CH:5][C:4]=1[C:17]1[CH:22]=[C:21]([CH2:23][O:24][CH3:25])[CH:20]=[CH:19][CH:18]=1.[OH-].[Na+]. (2) Given the product [Br:1][C:11]1[CH:12]=[C:7]([S:4]([CH3:3])(=[O:6])=[O:5])[CH:8]=[C:9]([N+:14]([O-:16])=[O:15])[C:10]=1[OH:13], predict the reactants needed to synthesize it. The reactants are: [Br:1]Br.[CH3:3][S:4]([C:7]1[CH:12]=[CH:11][C:10]([OH:13])=[C:9]([N+:14]([O-:16])=[O:15])[CH:8]=1)(=[O:6])=[O:5]. (3) Given the product [CH3:20][O:21][C:22](=[O:45])[CH2:23][CH:24]1[CH2:25][CH2:26][CH:27]([C:30]2[CH:31]=[CH:32][C:33]([C:2]3[CH:7]=[N:6][C:5]([NH:8][C:9]4[C:10]([CH3:19])=[N:11][C:12]([C:15]([F:18])([F:17])[F:16])=[CH:13][CH:14]=4)=[CH:4][CH:3]=3)=[CH:34][CH:35]=2)[CH2:28][CH2:29]1, predict the reactants needed to synthesize it. The reactants are: Br[C:2]1[CH:3]=[CH:4][C:5]([NH:8][C:9]2[C:10]([CH3:19])=[N:11][C:12]([C:15]([F:18])([F:17])[F:16])=[CH:13][CH:14]=2)=[N:6][CH:7]=1.[CH3:20][O:21][C:22](=[O:45])[CH2:23][CH:24]1[CH2:29][CH2:28][CH:27]([C:30]2[CH:35]=[CH:34][C:33](B3OC(C)(C)C(C)(C)O3)=[CH:32][CH:31]=2)[CH2:26][CH2:25]1.C(=O)([O-])[O-].[Na+].[Na+]. (4) Given the product [OH:34][CH2:33][C@H:32]([CH3:35])[CH2:31][CH2:30][NH:29][C:11]([C:9]1[CH:8]=[CH:7][C:6]2[N:2]([CH3:1])[C:3]([NH:14][C:15]3[S:16][C:17]4[CH:23]=[C:22]([O:24][C:25]([F:26])([F:28])[F:27])[CH:21]=[CH:20][C:18]=4[N:19]=3)=[N:4][C:5]=2[CH:10]=1)=[O:12], predict the reactants needed to synthesize it. The reactants are: [CH3:1][N:2]1[C:6]2[CH:7]=[CH:8][C:9]([C:11](O)=[O:12])=[CH:10][C:5]=2[N:4]=[C:3]1[NH:14][C:15]1[S:16][C:17]2[CH:23]=[C:22]([O:24][C:25]([F:28])([F:27])[F:26])[CH:21]=[CH:20][C:18]=2[N:19]=1.[NH2:29][CH2:30][CH2:31][C@@H:32]([CH3:35])[CH2:33][OH:34].CN(C(ON1N=NC2C=CC=CC1=2)=[N+](C)C)C.F[P-](F)(F)(F)(F)F.CCN(C(C)C)C(C)C. (5) Given the product [CH3:33][CH:26]([CH2:27][CH2:28][CH2:29][CH:30]([CH3:32])[CH3:31])[CH2:25][CH2:24][O:23][C:14]1[CH:15]=[C:16]([CH:21]=[O:22])[C:17]([O:19][CH3:20])=[CH:18][C:13]=1[CH:12]=[O:11], predict the reactants needed to synthesize it. The reactants are: C(Cl)(=O)C(Cl)=O.CS(C)=O.[OH:11][CH2:12][C:13]1[CH:18]=[C:17]([O:19][CH3:20])[C:16]([CH2:21][OH:22])=[CH:15][C:14]=1[O:23][CH2:24][CH2:25][CH:26]([CH3:33])[CH2:27][CH2:28][CH2:29][CH:30]([CH3:32])[CH3:31].C(N(CC)CC)C.